Dataset: Reaction yield outcomes from USPTO patents with 853,638 reactions. Task: Predict the reaction yield, written as a fraction of the theoretical maximum amount of product (1.0 means a 100% yield; for example, 0.34 means a 34% yield). (1) The reactants are [CH:1]([NH:3][NH2:4])=O.[N:5]([CH2:8][C:9]1[O:10][CH:11]=[CH:12][CH:13]=1)=[C:6]=[S:7].C(O)C. The catalyst is N1C=CC=CC=1. The product is [O:10]1[CH:11]=[CH:12][CH:13]=[C:9]1[CH2:8][N:5]1[CH:1]=[N:3][N:4]=[C:6]1[SH:7]. The yield is 0.830. (2) The reactants are C[O:2][C:3](=[O:22])[CH:4]([C:11]1[CH:16]=[CH:15][C:14]([S:17]([CH3:20])(=[O:19])=[O:18])=[C:13]([Cl:21])[CH:12]=1)[O:5][CH:6]1[CH2:10][CH2:9][CH2:8][CH2:7]1.[OH-].[K+]. The catalyst is C(O)C.O. The product is [Cl:21][C:13]1[CH:12]=[C:11]([CH:4]([O:5][CH:6]2[CH2:10][CH2:9][CH2:8][CH2:7]2)[C:3]([OH:22])=[O:2])[CH:16]=[CH:15][C:14]=1[S:17]([CH3:20])(=[O:19])=[O:18]. The yield is 0.960. (3) The reactants are C1(/C=[N:8]/[C:9]2[N:10]([CH2:14][CH2:15][CH3:16])[CH:11]=[CH:12][N:13]=2)C=CC=CC=1.Cl. No catalyst specified. The product is [CH2:14]([N:10]1[CH:11]=[CH:12][N:13]=[C:9]1[NH2:8])[CH2:15][CH3:16]. The yield is 0.560. (4) The reactants are [CH2:1]([O:3][P:4]([NH:9][C@H:10]1[C@H:15]([CH3:16])[CH2:14][CH2:13][N:12](C(OCC2C=CC=CC=2)=O)[CH2:11]1)([O:6][CH2:7][CH3:8])=[O:5])[CH3:2].[H][H]. The catalyst is CO.[Pd]. The product is [CH3:16][C@@H:15]1[CH2:14][CH2:13][NH:12][CH2:11][C@H:10]1[NH:9][P:4](=[O:5])([O:6][CH2:7][CH3:8])[O:3][CH2:1][CH3:2]. The yield is 1.00. (5) The reactants are F[C:2]1[CH:7]=[CH:6][CH:5]=[CH:4][C:3]=1[N+:8]([O-:10])=[O:9].[CH:11]1([NH2:14])[CH2:13][CH2:12]1.O. The catalyst is CS(C)=O. The product is [CH:11]1([NH:14][C:2]2[CH:7]=[CH:6][CH:5]=[CH:4][C:3]=2[N+:8]([O-:10])=[O:9])[CH2:13][CH2:12]1. The yield is 0.990. (6) The reactants are [CH2:1]([Li])CCC.[CH3:6][N:7]([C:9]1[CH:14]=[CH:13][C:12]([CH:15]=O)=[CH:11][CH:10]=1)[CH3:8]. The catalyst is [Br-].C[P+](C1C=CC=CC=1)(C1C=CC=CC=1)C1C=CC=CC=1.C1COCC1. The product is [CH3:6][N:7]([CH3:8])[C:9]1[CH:14]=[CH:13][C:12]([CH:15]=[CH2:1])=[CH:11][CH:10]=1. The yield is 0.880. (7) The yield is 0.650. The reactants are N(C(OCC)=O)=NC(OCC)=O.O[CH2:14][CH2:15][C:16]1([CH2:29][OH:30])[CH2:21][CH2:20][N:19]([C:22]([O:24][C:25]([CH3:28])([CH3:27])[CH3:26])=[O:23])[CH2:18][CH2:17]1.C1(P(C2C=CC=CC=2)C2C=CC=CC=2)C=CC=CC=1. The product is [CH2:29]1[C:16]2([CH2:17][CH2:18][N:19]([C:22]([O:24][C:25]([CH3:26])([CH3:27])[CH3:28])=[O:23])[CH2:20][CH2:21]2)[CH2:15][CH2:14][O:30]1. The catalyst is O1CCCC1. (8) The reactants are [CH3:1][C:2]1[CH:3]([C:10]2[CH:15]=[CH:14][CH:13]=[CH:12][C:11]=2[CH:16]=[N:17][C:18]2[CH:23]=[CH:22][CH:21]=[CH:20][CH:19]=2)[C:4]([CH3:9])=[C:5]([CH3:8])[C:6]=1[CH3:7].[BH4-].[Na+].O.C1(C)C=CC=CC=1. The catalyst is C(O)C. The product is [CH3:1][C:2]1[CH:3]([C:10]2[CH:15]=[CH:14][CH:13]=[CH:12][C:11]=2[CH2:16][NH:17][C:18]2[CH:23]=[CH:22][CH:21]=[CH:20][CH:19]=2)[C:4]([CH3:9])=[C:5]([CH3:8])[C:6]=1[CH3:7]. The yield is 0.660.